From a dataset of Retrosynthesis with 50K atom-mapped reactions and 10 reaction types from USPTO. Predict the reactants needed to synthesize the given product. (1) Given the product OCc1cc(-c2cc(Cl)ccc2F)on1, predict the reactants needed to synthesize it. The reactants are: CCOC(=O)c1cc(-c2cc(Cl)ccc2F)on1. (2) Given the product CN1C2CCC1CC(n1cc(N)cn1)C2, predict the reactants needed to synthesize it. The reactants are: CN1C2CCC1CC(n1cc([N+](=O)[O-])cn1)C2. (3) The reactants are: CCCNCCC.O=[N+]([O-])c1ccc(F)c([N+](=O)[O-])c1. Given the product CCCN(CCC)c1ccc([N+](=O)[O-])cc1[N+](=O)[O-], predict the reactants needed to synthesize it.